Dataset: NCI-60 drug combinations with 297,098 pairs across 59 cell lines. Task: Regression. Given two drug SMILES strings and cell line genomic features, predict the synergy score measuring deviation from expected non-interaction effect. (1) Drug 1: CC1=C2C(C(=O)C3(C(CC4C(C3C(C(C2(C)C)(CC1OC(=O)C(C(C5=CC=CC=C5)NC(=O)OC(C)(C)C)O)O)OC(=O)C6=CC=CC=C6)(CO4)OC(=O)C)OC)C)OC. Drug 2: CC1C(C(CC(O1)OC2CC(CC3=C2C(=C4C(=C3O)C(=O)C5=C(C4=O)C(=CC=C5)OC)O)(C(=O)CO)O)N)O.Cl. Cell line: CAKI-1. Synergy scores: CSS=36.1, Synergy_ZIP=-8.52, Synergy_Bliss=-7.79, Synergy_Loewe=-1.83, Synergy_HSA=-1.13. (2) Drug 1: C1=C(C(=O)NC(=O)N1)F. Drug 2: CC1=C2C(C(=O)C3(C(CC4C(C3C(C(C2(C)C)(CC1OC(=O)C(C(C5=CC=CC=C5)NC(=O)C6=CC=CC=C6)O)O)OC(=O)C7=CC=CC=C7)(CO4)OC(=O)C)O)C)OC(=O)C. Cell line: A498. Synergy scores: CSS=49.2, Synergy_ZIP=-8.75, Synergy_Bliss=-11.6, Synergy_Loewe=-5.87, Synergy_HSA=-5.43. (3) Drug 1: C1=CC=C(C(=C1)C(C2=CC=C(C=C2)Cl)C(Cl)Cl)Cl. Drug 2: C1CCC(C(C1)N)N.C(=O)(C(=O)[O-])[O-].[Pt+4]. Cell line: NCIH23. Synergy scores: CSS=-2.65, Synergy_ZIP=-0.471, Synergy_Bliss=1.16, Synergy_Loewe=-7.25, Synergy_HSA=-2.03.